From a dataset of Forward reaction prediction with 1.9M reactions from USPTO patents (1976-2016). Predict the product of the given reaction. (1) Given the reactants [Br:1][C:2]1[CH:21]=[CH:20][C:5]([CH2:6][C:7]2([C:16](OC)=[O:17])[CH2:12][CH2:11][CH:10]([CH:13]([F:15])[F:14])[CH2:9][CH2:8]2)=[C:4](I)[CH:3]=1.N#N.C([Mg]Cl)(C)C.[Cl-].[Li+], predict the reaction product. The product is: [Br:1][C:2]1[CH:21]=[C:20]2[C:5]([CH2:6][C:7]3([CH2:8][CH2:9][CH:10]([CH:13]([F:15])[F:14])[CH2:11][CH2:12]3)[C:16]2=[O:17])=[CH:4][CH:3]=1. (2) Given the reactants [NH2:1][C:2]1[CH:7]=[CH:6][C:5]([CH2:8][C:9]([O:11][CH3:12])=[O:10])=[CH:4][C:3]=1[Br:13].[Br:14][C:15]1[CH:20]=[CH:19][CH:18]=[CH:17][C:16]=1[N:21]=[C:22]=[O:23].CCN(CC)CC, predict the reaction product. The product is: [Br:13][C:3]1[CH:4]=[C:5]([CH2:8][C:9]([O:11][CH3:12])=[O:10])[CH:6]=[CH:7][C:2]=1[NH:1][C:22]([NH:21][C:16]1[CH:17]=[CH:18][CH:19]=[CH:20][C:15]=1[Br:14])=[O:23]. (3) Given the reactants [OH:1][CH2:2][C:3]1[C:4]([C:12]2[CH:17]=[CH:16][C:15]([C:18](=[O:20])[CH3:19])=[CH:14][CH:13]=2)=[N:5][S:6][C:7]=1[C:8]([F:11])([F:10])[F:9].[F:21][C:22]1[CH:23]=[C:24]([CH2:30][CH2:31][C:32]([O:34]CC)=[O:33])[CH:25]=[C:26]([F:29])[C:27]=1O, predict the reaction product. The product is: [C:18]([C:15]1[CH:16]=[CH:17][C:12]([C:4]2[C:3]([CH2:2][O:1][C:27]3[C:26]([F:29])=[CH:25][C:24]([CH2:30][CH2:31][C:32]([OH:34])=[O:33])=[CH:23][C:22]=3[F:21])=[C:7]([C:8]([F:11])([F:9])[F:10])[S:6][N:5]=2)=[CH:13][CH:14]=1)(=[O:20])[CH3:19]. (4) Given the reactants [CH3:1][O:2][C:3](=[O:26])[C:4]([C:7]1(OC(SC)=S)[CH2:10][N:9]([C:11]([O:13][CH2:14][C:15]2[CH:20]=[CH:19][CH:18]=[CH:17][CH:16]=2)=[O:12])[CH2:8]1)([CH3:6])[CH3:5].C([SnH](CCCC)CCCC)CCC.N(/C(C)(C)C#N)=N\C(C)(C)C#N, predict the reaction product. The product is: [CH3:1][O:2][C:3](=[O:26])[C:4]([CH:7]1[CH2:10][N:9]([C:11]([O:13][CH2:14][C:15]2[CH:16]=[CH:17][CH:18]=[CH:19][CH:20]=2)=[O:12])[CH2:8]1)([CH3:6])[CH3:5]. (5) Given the reactants [Cl:1][C:2]1[CH:7]=[C:6]([N:8]([CH3:10])[CH3:9])[CH:5]=[CH:4][C:3]=1[C:11]1[S:12][C:13]2[CH:19]([OH:20])[CH2:18][CH2:17][CH2:16][C:14]=2[N:15]=1.[C:21](OC(=O)C)(=[O:23])[CH3:22], predict the reaction product. The product is: [C:21]([O:20][CH:19]1[C:13]2[S:12][C:11]([C:3]3[CH:4]=[CH:5][C:6]([N:8]([CH3:10])[CH3:9])=[CH:7][C:2]=3[Cl:1])=[N:15][C:14]=2[CH2:16][CH2:17][CH2:18]1)(=[O:23])[CH3:22]. (6) Given the reactants [NH2:1][C:2]1[C:7]([CH3:8])=[CH:6][C:5]([Br:9])=[CH:4][N:3]=1.Br[CH2:11][C:12]([C:14]1[CH:19]=[CH:18][C:17]([Cl:20])=[CH:16][CH:15]=1)=O.C(=O)([O-])O.[Na+], predict the reaction product. The product is: [Br:9][C:5]1[CH:6]=[C:7]([CH3:8])[C:2]2[N:3]([CH:11]=[C:12]([C:14]3[CH:19]=[CH:18][C:17]([Cl:20])=[CH:16][CH:15]=3)[N:1]=2)[CH:4]=1.